This data is from CYP2D6 inhibition data for predicting drug metabolism from PubChem BioAssay. The task is: Regression/Classification. Given a drug SMILES string, predict its absorption, distribution, metabolism, or excretion properties. Task type varies by dataset: regression for continuous measurements (e.g., permeability, clearance, half-life) or binary classification for categorical outcomes (e.g., BBB penetration, CYP inhibition). Dataset: cyp2d6_veith. (1) The drug is Cc1noc(C)c1C(=O)N1CCC2(CC1)CN(c1ncccn1)C2. The result is 0 (non-inhibitor). (2) The molecule is CCC[C@@](C)(COC(N)=O)COC(=O)NC(C)C. The result is 0 (non-inhibitor). (3) The compound is CC(/C=C1\N=C(SCc2ccccc2Cl)SC1=O)=C\c1ccccc1. The result is 0 (non-inhibitor).